Task: Predict the product of the given reaction.. Dataset: Forward reaction prediction with 1.9M reactions from USPTO patents (1976-2016) (1) Given the reactants [CH3:1][O:2][CH2:3][C@@H:4]([O:6][C:7]1[CH:8]=[C:9]([CH:14]=[C:15]([O:17][C:18]2[CH:23]=[CH:22][C:21]([S:24]([CH3:27])(=[O:26])=[O:25])=[CH:20][CH:19]=2)[CH:16]=1)[C:10]([O:12]C)=[O:11])[CH3:5].[OH-].[Na+].C1COCC1.Cl, predict the reaction product. The product is: [CH3:1][O:2][CH2:3][C@@H:4]([O:6][C:7]1[CH:8]=[C:9]([CH:14]=[C:15]([O:17][C:18]2[CH:19]=[CH:20][C:21]([S:24]([CH3:27])(=[O:25])=[O:26])=[CH:22][CH:23]=2)[CH:16]=1)[C:10]([OH:12])=[O:11])[CH3:5]. (2) Given the reactants Br[C:2]1[C:3]2[N:4]([C:9]([C:19]3[CH:24]=[CH:23][N:22]=[C:21]([NH2:25])[N:20]=3)=[C:10]([C:12]3[CH:17]=[CH:16][CH:15]=[C:14]([CH3:18])[N:13]=3)[N:11]=2)[CH:5]=[C:6]([CH3:8])[CH:7]=1.[NH:26]1[CH2:31][CH2:30][O:29][CH2:28][CH2:27]1.CC([O-])(C)C.[Na+].C1(P(C2CCCCC2)C2C=CC=CC=2C2C=CC=CC=2N(C)C)CCCCC1, predict the reaction product. The product is: [CH3:8][C:6]1[CH:7]=[C:2]([N:26]2[CH2:31][CH2:30][O:29][CH2:28][CH2:27]2)[C:3]2[N:4]([C:9]([C:19]3[CH:24]=[CH:23][N:22]=[C:21]([NH2:25])[N:20]=3)=[C:10]([C:12]3[CH:17]=[CH:16][CH:15]=[C:14]([CH3:18])[N:13]=3)[N:11]=2)[CH:5]=1. (3) Given the reactants C(OC([NH:8][C:9]1[S:13][C:12]([C:14]([CH3:16])=[CH2:15])=[N:11][C:10]=1[C:17]([OH:19])=O)=O)(C)(C)C.[NH2:20][C:21]1[CH:22]=[N:23][CH:24]=[CH:25][C:26]=1[N:27]1[CH2:32][CH2:31][CH2:30][C@H:29]([NH:33]C(=O)OC(C)(C)C)[CH2:28]1, predict the reaction product. The product is: [NH2:8][C:9]1[S:13][C:12]([C:14]([CH3:16])=[CH2:15])=[N:11][C:10]=1[C:17]([NH:20][C:21]1[CH:22]=[N:23][CH:24]=[CH:25][C:26]=1[N:27]1[CH2:32][CH2:31][CH2:30][C@H:29]([NH2:33])[CH2:28]1)=[O:19]. (4) Given the reactants [Si]([O:8][CH2:9][CH2:10][CH2:11][CH2:12][C@:13]([C@@H:22]1[CH2:27][CH2:26][CH2:25][N:24]([C:28]([O:30][C:31]([CH3:34])([CH3:33])[CH3:32])=[O:29])[CH2:23]1)([C:15]1[CH:20]=[CH:19][CH:18]=[C:17]([Cl:21])[CH:16]=1)[OH:14])(C(C)(C)C)(C)C.[F-].C([N+](CCCC)(CCCC)CCCC)CCC, predict the reaction product. The product is: [Cl:21][C:17]1[CH:16]=[C:15]([C@:13]([C@@H:22]2[CH2:27][CH2:26][CH2:25][N:24]([C:28]([O:30][C:31]([CH3:34])([CH3:33])[CH3:32])=[O:29])[CH2:23]2)([OH:14])[CH2:12][CH2:11][CH2:10][CH2:9][OH:8])[CH:20]=[CH:19][CH:18]=1. (5) Given the reactants [C:1]1([S:7]([N:10]2[CH:14]=[C:13]([CH:15]=[CH:16][CH2:17][CH2:18][CH2:19][CH3:20])[C:12]([C:21]3[CH:22]=[N:23][CH:24]=[CH:25][CH:26]=3)=[N:11]2)(=[O:9])=[O:8])[CH:6]=[CH:5][CH:4]=[CH:3][CH:2]=1.[OH-].[K+].NN.O, predict the reaction product. The product is: [CH:15]([C:13]1[C:12]([C:21]2[CH:22]=[N:23][CH:24]=[CH:25][CH:26]=2)=[N:11][NH:10][CH:14]=1)=[CH:16][CH2:17][CH2:18][CH2:19][CH3:20].[C:1]1([S:7]([N:10]2[CH:14]=[C:13]([CH:15]=[CH:16][CH2:17][CH2:18][CH2:19][CH3:20])[C:12]([C:21]3[CH:22]=[N:23][CH:24]=[CH:25][CH:26]=3)=[N:11]2)(=[O:8])=[O:9])[CH:6]=[CH:5][CH:4]=[CH:3][CH:2]=1. (6) Given the reactants [C:1](Cl)(=O)[C:2]([Cl:4])=[O:3].CN(C)C=O.[F:12][C:13]([F:27])([F:26])[C:14]1[S:18][C:17]2[CH:19]=[CH:20][CH:21]=[CH:22][C:16]=2C=1C(O)=O, predict the reaction product. The product is: [F:27][C:13]([F:12])([F:26])[C:14]1[S:18][C:17]2[CH:19]=[CH:20][CH:21]=[CH:22][C:16]=2[C:1]=1[C:2]([Cl:4])=[O:3].